From a dataset of Reaction yield outcomes from USPTO patents with 853,638 reactions. Predict the reaction yield, written as a fraction of the theoretical maximum amount of product (1.0 means a 100% yield; for example, 0.34 means a 34% yield). The reactants are [N:1]1[CH:6]=[CH:5][CH:4]=[C:3]([NH2:7])[CH:2]=1.N1C=CC=CC=1.Cl[C:15]([O:17][C:18]1[CH:23]=[CH:22][CH:21]=[CH:20][CH:19]=1)=[O:16]. The catalyst is CC#N. The product is [C:18]1([O:17][C:15](=[O:16])[NH:7][C:3]2[CH:2]=[N:1][CH:6]=[CH:5][CH:4]=2)[CH:23]=[CH:22][CH:21]=[CH:20][CH:19]=1. The yield is 0.800.